Dataset: Aqueous solubility values for 9,982 compounds from the AqSolDB database. Task: Regression/Classification. Given a drug SMILES string, predict its absorption, distribution, metabolism, or excretion properties. Task type varies by dataset: regression for continuous measurements (e.g., permeability, clearance, half-life) or binary classification for categorical outcomes (e.g., BBB penetration, CYP inhibition). For this dataset (solubility_aqsoldb), we predict Y. (1) The drug is C=COC1CC1. The Y is -1.10 log mol/L. (2) The molecule is CCCn1c(=O)c2[nH]c(C3CCCC3)nc2n(CCC)c1=O. The Y is -4.96 log mol/L. (3) The drug is CCCCCCCCCCCCCCNC(=O)C(C)O. The Y is -3.98 log mol/L. (4) The molecule is CCCCCCCC(=O)O. The Y is -2.30 log mol/L. (5) The molecule is C[C@]12CC[C@H]3[C@@H](CC[C@H]4C[C@H](O)CC[C@@]43C)[C@@H]1CCC2=O. The Y is -4.40 log mol/L.